Dataset: Forward reaction prediction with 1.9M reactions from USPTO patents (1976-2016). Task: Predict the product of the given reaction. (1) Given the reactants [C:1]([O:5][C:6]([N:8]1[CH2:12][C@@H:11]([OH:13])[C@H:10]([CH2:14][NH:15][C:16]([C:18]2[S:19][C:20]([Cl:23])=[CH:21][CH:22]=2)=[O:17])[CH2:9]1)=[O:7])([CH3:4])([CH3:3])[CH3:2].CCN(CC)CC, predict the reaction product. The product is: [C:1]([O:5][C:6]([N:8]1[CH2:12][C:11](=[O:13])[C@H:10]([CH2:14][NH:15][C:16]([C:18]2[S:19][C:20]([Cl:23])=[CH:21][CH:22]=2)=[O:17])[CH2:9]1)=[O:7])([CH3:4])([CH3:2])[CH3:3]. (2) Given the reactants [C:1]([O:5][C:6](=[O:31])[CH2:7][CH:8]([NH2:30])[C:9]([NH:11][CH:12]([C:23]([O:25][C:26]([CH3:29])([CH3:28])[CH3:27])=[O:24])[CH2:13][C:14]1[C:22]2[C:17](=[CH:18][CH:19]=[CH:20][CH:21]=2)[NH:16][CH:15]=1)=[O:10])([CH3:4])([CH3:3])[CH3:2].[CH3:32]CN(C(C)C)C(C)C.BrC[C:43]([O:45][CH3:46])=[O:44], predict the reaction product. The product is: [C:1]([O:5][C:6](=[O:31])[CH2:7][CH:8]([N:30]([C:43]([O:45][CH3:46])=[O:44])[CH3:32])[C:9]([NH:11][CH:12]([C:23]([O:25][C:26]([CH3:29])([CH3:28])[CH3:27])=[O:24])[CH2:13][C:14]1[C:22]2[C:17](=[CH:18][CH:19]=[CH:20][CH:21]=2)[NH:16][CH:15]=1)=[O:10])([CH3:4])([CH3:2])[CH3:3]. (3) Given the reactants [CH:1]1([CH2:4][O:5][C:6]2[CH:11]=[C:10]([O:12][CH3:13])[CH:9]=[CH:8][C:7]=2[C:14]2[C:15]3[NH:22][CH:21]=[C:20]([C:23]([OH:25])=O)[C:16]=3[N:17]=[CH:18][N:19]=2)[CH2:3][CH2:2]1.Cl.[CH3:27][O:28][CH2:29][CH2:30][NH:31][C:32]([C@H:34]1[CH2:39][CH2:38][C@H:37]([NH2:40])[CH2:36][CH2:35]1)=[O:33], predict the reaction product. The product is: [CH3:27][O:28][CH2:29][CH2:30][NH:31][C:32]([C@H:34]1[CH2:35][CH2:36][C@H:37]([NH:40][C:23]([C:20]2[C:16]3[N:17]=[CH:18][N:19]=[C:14]([C:7]4[CH:8]=[CH:9][C:10]([O:12][CH3:13])=[CH:11][C:6]=4[O:5][CH2:4][CH:1]4[CH2:3][CH2:2]4)[C:15]=3[NH:22][CH:21]=2)=[O:25])[CH2:38][CH2:39]1)=[O:33]. (4) The product is: [F:1][CH:2]([F:13])[O:3][C:4]1[CH:5]=[CH:6][C:7]([C:10]([Cl:17])=[O:11])=[N:8][CH:9]=1. Given the reactants [F:1][CH:2]([F:13])[O:3][C:4]1[CH:5]=[CH:6][C:7]([C:10](O)=[O:11])=[N:8][CH:9]=1.C(Cl)(=O)C([Cl:17])=O.CN(C)C=O.C1(C)C=CC=CC=1, predict the reaction product. (5) Given the reactants [NH:1]1[C:9]2[C:4](=[CH:5][CH:6]=[CH:7][CH:8]=2)[C:3]([C:10]([OH:12])=O)=[CH:2]1.[CH2:25]1[CH2:26][CH2:27][CH:22]([N:21]=C=[N:21][CH:22]2[CH2:27][CH2:26][CH2:25][CH2:24][CH2:23]2)[CH2:23][CH2:24]1.[CH3:28][N:29]([CH:31]=[O:32])C, predict the reaction product. The product is: [CH3:23][C:24]1[C:25]([O:32][C:31]2[N:29]=[CH:28][C:2]([NH:1][C:10]([C:3]3[C:4]4[C:9](=[CH:8][CH:7]=[CH:6][CH:5]=4)[NH:1][CH:2]=3)=[O:12])=[CH:3][CH:4]=2)=[CH:26][CH:27]=[CH:22][N:21]=1. (6) Given the reactants [S:1]1[CH:5]=[CH:4][C:3]2[CH:6]([NH2:9])[CH2:7][CH2:8][C:2]1=2.[C:10]1([C:16](Cl)([C:23]2[CH:28]=[CH:27][CH:26]=[CH:25][CH:24]=2)[C:17]2[CH:22]=[CH:21][CH:20]=[CH:19][CH:18]=2)[CH:15]=[CH:14][CH:13]=[CH:12][CH:11]=1.C(N(CC)CC)C, predict the reaction product. The product is: [S:1]1[CH:5]=[CH:4][C:3]2[CH:6]([NH:9][C:16]([C:10]3[CH:15]=[CH:14][CH:13]=[CH:12][CH:11]=3)([C:23]3[CH:24]=[CH:25][CH:26]=[CH:27][CH:28]=3)[C:17]3[CH:18]=[CH:19][CH:20]=[CH:21][CH:22]=3)[CH2:7][CH2:8][C:2]1=2. (7) Given the reactants [CH2:1]([C:3]1[CH:8]=[CH:7][C:6]([F:9])=[CH:5][CH:4]=1)[CH3:2].[Li]CCCC.B(OC)(OC)[O:16]C, predict the reaction product. The product is: [CH2:1]([C:3]1[CH:4]=[CH:5][C:6]([F:9])=[C:7]([OH:16])[CH:8]=1)[CH3:2]. (8) Given the reactants [N:1]1[CH:6]=[CH:5][C:4]([NH:7][S:8]([C:11]2[C:16]([Cl:17])=[CH:15][CH:14]=[C:13]([N+:18]([O-])=O)[C:12]=2[OH:21])(=[O:10])=[O:9])=[CH:3][CH:2]=1.[H][H], predict the reaction product. The product is: [N:1]1[CH:6]=[CH:5][C:4]([NH:7][S:8]([C:11]2[C:16]([Cl:17])=[CH:15][CH:14]=[C:13]([NH2:18])[C:12]=2[OH:21])(=[O:10])=[O:9])=[CH:3][CH:2]=1. (9) Given the reactants [NH2:1][C:2]1[CH:11]=[CH:10][C:9]([Br:12])=[CH:8][C:3]=1[C:4]([O:6][CH3:7])=[O:5].[O:13]([CH2:20][C:21](Cl)=[O:22])[C:14]1[CH:19]=[CH:18][CH:17]=[CH:16][CH:15]=1.C(N(CC)CC)C, predict the reaction product. The product is: [Br:12][C:9]1[CH:10]=[CH:11][C:2]([NH:1][C:21](=[O:22])[CH2:20][O:13][C:14]2[CH:19]=[CH:18][CH:17]=[CH:16][CH:15]=2)=[C:3]([CH:8]=1)[C:4]([O:6][CH3:7])=[O:5].